This data is from Reaction yield outcomes from USPTO patents with 853,638 reactions. The task is: Predict the reaction yield, written as a fraction of the theoretical maximum amount of product (1.0 means a 100% yield; for example, 0.34 means a 34% yield). (1) The reactants are [H-].[Na+].[Si:3]([O:10][CH:11]1[CH2:16][CH2:15][N:14]([C:17]([C:30]2[CH:35]=[CH:34][CH:33]=[CH:32][CH:31]=2)([C:24]2[CH:29]=[CH:28][CH:27]=[CH:26][CH:25]=2)[C:18]2[CH:23]=[CH:22][CH:21]=[CH:20][CH:19]=2)[CH2:13]/[C:12]/1=[CH:36]\[CH2:37]OS(C1C=CC(C)=CC=1)(=O)=O)([C:6]([CH3:9])([CH3:8])[CH3:7])([CH3:5])[CH3:4].[CH2:49]([O:51][C:52]([CH2:54][CH2:55][N:56]1[CH2:61][CH2:60][NH:59][C:58](=[O:62])[CH2:57]1)=[O:53])[CH3:50].[Cl-].[Na+]. The product is [Si:3]([O:10][CH:11]1[CH2:16][CH2:15][N:14]([C:17]([C:30]2[CH:31]=[CH:32][CH:33]=[CH:34][CH:35]=2)([C:24]2[CH:29]=[CH:28][CH:27]=[CH:26][CH:25]=2)[C:18]2[CH:19]=[CH:20][CH:21]=[CH:22][CH:23]=2)[CH2:13]/[C:12]/1=[CH:36]\[CH2:37][N:59]1[CH2:60][CH2:61][N:56]([CH2:55][CH2:54][C:52]([O:51][CH2:49][CH3:50])=[O:53])[CH2:57][C:58]1=[O:62])([C:6]([CH3:9])([CH3:8])[CH3:7])([CH3:4])[CH3:5]. The yield is 0.540. The catalyst is CN(C)C=O. (2) The reactants are [F:1][C:2]([F:34])([F:33])[C:3]1[CH:8]=[CH:7][C:6](/[CH:9]=[CH:10]/[C:11]2[O:12][CH:13]=[C:14]([CH2:16][O:17][C:18]3[CH:23]=[CH:22][C:21]([CH2:24][CH2:25][CH2:26][CH2:27][N:28]4[CH:32]=[CH:31][N:30]=[N:29]4)=[CH:20][CH:19]=3)[N:15]=2)=[CH:5][CH:4]=1.[S:35](=[O:39])(=[O:38])([OH:37])[OH:36]. The catalyst is C(OCC)(=O)C.O1CCCC1. The product is [S:35]([OH:39])([OH:38])(=[O:37])=[O:36].[F:34][C:2]([F:1])([F:33])[C:3]1[CH:4]=[CH:5][C:6](/[CH:9]=[CH:10]/[C:11]2[O:12][CH:13]=[C:14]([CH2:16][O:17][C:18]3[CH:23]=[CH:22][C:21]([CH2:24][CH2:25][CH2:26][CH2:27][N:28]4[CH:32]=[CH:31][N:30]=[N:29]4)=[CH:20][CH:19]=3)[N:15]=2)=[CH:7][CH:8]=1. The yield is 0.930. (3) The yield is 0.825. The catalyst is O.C1(C)C=CC=CC=1. The product is [F:23][CH:22]([F:24])[C:20]1[C:14]([C:15]([O:17][CH2:18][CH3:19])=[O:16])=[CH:13][N:2]([CH3:1])[N:3]=1. The reactants are [CH3:1][NH:2][NH2:3].C([O-])([O-])=O.[K+].[K+].C(O[CH:13]=[C:14]([C:20]([CH:22]([F:24])[F:23])=O)[C:15]([O:17][CH2:18][CH3:19])=[O:16])C.